This data is from Reaction yield outcomes from USPTO patents with 853,638 reactions. The task is: Predict the reaction yield, written as a fraction of the theoretical maximum amount of product (1.0 means a 100% yield; for example, 0.34 means a 34% yield). (1) The reactants are [C:1]([N:4]1[CH2:9][CH2:8][C:7]([C:11]2[CH:16]=[CH:15][C:14]([NH:17][C:18]([C:20]3[NH:21][CH:22]=[C:23]([C:25]#[N:26])[N:24]=3)=[O:19])=[C:13]([C:27]3[CH2:32][CH2:31][C:30]([CH3:34])([CH3:33])[CH2:29][CH:28]=3)[CH:12]=2)(O)[CH2:6][CH2:5]1)(=[O:3])[CH3:2].[N-:35]=[N+:36]=[N-:37].[Na+].C(O)(C(F)(F)F)=O.CCOC(C)=O. The catalyst is C(Cl)Cl. The product is [C:1]([N:4]1[CH2:9][CH2:8][C:7]([C:11]2[CH:16]=[CH:15][C:14]([NH:17][C:18]([C:20]3[NH:21][CH:22]=[C:23]([C:25]#[N:26])[N:24]=3)=[O:19])=[C:13]([C:27]3[CH2:32][CH2:31][C:30]([CH3:34])([CH3:33])[CH2:29][CH:28]=3)[CH:12]=2)([N:35]=[N+:36]=[N-:37])[CH2:6][CH2:5]1)(=[O:3])[CH3:2]. The yield is 0.950. (2) The reactants are [Br:1][C:2]1[CH:3]=[C:4]([C:7]([O:9][CH3:10])=[O:8])[O:5][CH:6]=1.C1C(=O)N([Cl:18])C(=O)C1. The yield is 0.750. The product is [Br:1][C:2]1[CH:3]=[C:4]([C:7]([O:9][CH3:10])=[O:8])[O:5][C:6]=1[Cl:18]. The catalyst is CN(C)C=O. (3) The product is [C:32]([O:31][C:29]([N:15]1[CH2:16][CH2:17][C@@H:12]([CH3:11])[C@@H:13]([C:18]([OH:20])=[O:19])[CH2:14]1)=[O:30])([CH3:35])([CH3:34])[CH3:33]. The reactants are O[C@@H]([C@H](O)C(O)=O)C(O)=O.[CH3:11][C@@H:12]1[CH2:17][CH2:16][NH:15][CH2:14][C@@H:13]1[C:18]([O:20]CC)=[O:19].Cl.C([O-])(O)=O.[Na+].[C:29](O[C:29]([O:31][C:32]([CH3:35])([CH3:34])[CH3:33])=[O:30])([O:31][C:32]([CH3:35])([CH3:34])[CH3:33])=[O:30]. The catalyst is CCCCCCC.O.CCOCC.O1CCOCC1. The yield is 0.890.